This data is from Reaction yield outcomes from USPTO patents with 853,638 reactions. The task is: Predict the reaction yield, written as a fraction of the theoretical maximum amount of product (1.0 means a 100% yield; for example, 0.34 means a 34% yield). (1) The reactants are Cl.Cl[C:3]1[N:8]=[C:7]([NH:9][CH:10]2[CH2:15][C:14]([CH3:17])([CH3:16])[NH:13][C:12]([CH3:19])([CH3:18])[CH2:11]2)[C:6]([F:20])=[CH:5][N:4]=1.[CH:21]1([C:24]2[C:29]([N:30]3[C:34]([CH3:35])=[N:33][N:32]=[N:31]3)=[CH:28][C:27]([NH2:36])=[C:26]([F:37])[CH:25]=2)[CH2:23][CH2:22]1. The catalyst is CC(O)C. The product is [CH:21]1([C:24]2[C:29]([N:30]3[C:34]([CH3:35])=[N:33][N:32]=[N:31]3)=[CH:28][C:27]([NH:36][C:3]3[N:8]=[C:7]([NH:9][CH:10]4[CH2:15][C:14]([CH3:17])([CH3:16])[NH:13][C:12]([CH3:19])([CH3:18])[CH2:11]4)[C:6]([F:20])=[CH:5][N:4]=3)=[C:26]([F:37])[CH:25]=2)[CH2:22][CH2:23]1. The yield is 0.580. (2) The reactants are [Cl:1][C:2]1[CH:7]=[CH:6][CH:5]=[CH:4][C:3]=1[CH:8]=O.[CH3:10][CH2:11]C(=O)CC.B(F)(F)F.CCOCC.O. The catalyst is CCCCCC. The product is [Cl:1][C:2]1[CH:7]=[CH:6][CH:5]=[CH:4][C:3]=1/[CH:8]=[CH:10]/[CH3:11]. The yield is 0.580. (3) The reactants are [N:1]1[O:2][N:3]=[C:4]2[CH:9]=[C:8]([CH:10]=O)[CH:7]=[CH:6][C:5]=12.[OH:12][C:13]1[CH:18]=[CH:17][CH:16]=[CH:15][C:14]=1[N:19]1[C:23](=[O:24])[CH2:22][S:21][C:20]1=[S:25].C([O-])(=O)C.[Na+]. The catalyst is C(O)(=O)C. The product is [N:1]1[O:2][N:3]=[C:4]2[CH:9]=[C:8]([CH:10]=[C:22]3[S:21][C:20](=[S:25])[N:19]([C:14]4[CH:15]=[CH:16][CH:17]=[CH:18][C:13]=4[OH:12])[C:23]3=[O:24])[CH:7]=[CH:6][C:5]=12. The yield is 0.634.